From a dataset of Forward reaction prediction with 1.9M reactions from USPTO patents (1976-2016). Predict the product of the given reaction. (1) Given the reactants [Cl:1][C:2]1[C:3]([CH2:31]OS(C)(=O)=O)=[C:4]([C:27]([F:30])([F:29])[F:28])[CH:5]=[C:6]2[C:11]=1[NH:10][C:9](=[O:12])[N:8]([CH2:13][C:14]1[CH:19]=[C:18]([Cl:20])[CH:17]=[CH:16][C:15]=1[S:21]([CH2:24][CH3:25])(=[O:23])=[O:22])[C:7]2=[O:26].C(OC(=O)[NH:43][CH2:44][C@@H:45]1[CH2:50][CH2:49][CH2:48][CH2:47][NH:46]1)(C)(C)C, predict the reaction product. The product is: [NH2:43][CH2:44][C@@H:45]1[CH2:50][CH2:49][CH2:48][CH2:47][N:46]1[CH2:31][C:3]1[C:2]([Cl:1])=[C:11]2[C:6]([C:7](=[O:26])[N:8]([CH2:13][C:14]3[CH:19]=[C:18]([Cl:20])[CH:17]=[CH:16][C:15]=3[S:21]([CH2:24][CH3:25])(=[O:22])=[O:23])[C:9](=[O:12])[NH:10]2)=[CH:5][C:4]=1[C:27]([F:30])([F:28])[F:29]. (2) Given the reactants [CH3:1][O:2][C:3](=[O:26])[CH2:4][C@H:5]1[C:9]2[CH:10]=[CH:11][C:12]([O:14][C@H:15]3[C:23]4[C:18](=[C:19](Br)[CH:20]=[CH:21][C:22]=4[F:24])[CH2:17][CH2:16]3)=[CH:13][C:8]=2[O:7][CH2:6]1.[Br-].[F:28][C:29]1[CH:36]=[C:35]([F:37])[CH:34]=[CH:33][C:30]=1[CH2:31][Zn+], predict the reaction product. The product is: [CH3:1][O:2][C:3](=[O:26])[CH2:4][C@H:5]1[C:9]2[CH:10]=[CH:11][C:12]([O:14][C@H:15]3[C:23]4[C:18](=[C:19]([CH2:31][C:30]5[CH:33]=[CH:34][C:35]([F:37])=[CH:36][C:29]=5[F:28])[CH:20]=[CH:21][C:22]=4[F:24])[CH2:17][CH2:16]3)=[CH:13][C:8]=2[O:7][CH2:6]1. (3) Given the reactants [CH2:1]([O:3][C:4](=[O:21])[C:5]1[CH:10]=[CH:9][C:8]([S:11][C:12]2[CH:17]=[CH:16][CH:15]=[CH:14][CH:13]=2)=[C:7]([N+:18]([O-])=O)[CH:6]=1)[CH3:2].Cl[Sn]Cl, predict the reaction product. The product is: [CH2:1]([O:3][C:4](=[O:21])[C:5]1[CH:10]=[CH:9][C:8]([S:11][C:12]2[CH:13]=[CH:14][CH:15]=[CH:16][CH:17]=2)=[C:7]([NH2:18])[CH:6]=1)[CH3:2]. (4) Given the reactants Br[C:2]1[CH:3]=[C:4]2[C:10]([C:11]3[CH:12]=[N:13][N:14]([CH2:16][C:17]4[CH:22]=[C:21]([F:23])[CH:20]=[C:19]([F:24])[CH:18]=4)[CH:15]=3)=[CH:9][N:8]([S:25]([C:28]3[CH:34]=[CH:33][C:31]([CH3:32])=[CH:30][CH:29]=3)(=[O:27])=[O:26])[C:5]2=[N:6][CH:7]=1.CC1(C)C(C)(C)OB([C:43]2[CH:44]=[CH:45][C:46]([N:49]3[CH2:54][CH2:53][N:52]([C:55]([O:57][C:58]([CH3:61])([CH3:60])[CH3:59])=[O:56])[CH2:51][CH2:50]3)=[N:47][CH:48]=2)O1.C(=O)([O-])[O-].[Na+].[Na+], predict the reaction product. The product is: [F:23][C:21]1[CH:22]=[C:17]([CH:18]=[C:19]([F:24])[CH:20]=1)[CH2:16][N:14]1[CH:15]=[C:11]([C:10]2[C:4]3[C:5](=[N:6][CH:7]=[C:2]([C:43]4[CH:44]=[CH:45][C:46]([N:49]5[CH2:54][CH2:53][N:52]([C:55]([O:57][C:58]([CH3:61])([CH3:60])[CH3:59])=[O:56])[CH2:51][CH2:50]5)=[N:47][CH:48]=4)[CH:3]=3)[N:8]([S:25]([C:28]3[CH:34]=[CH:33][C:31]([CH3:32])=[CH:30][CH:29]=3)(=[O:27])=[O:26])[CH:9]=2)[CH:12]=[N:13]1. (5) Given the reactants [CH2:1]([NH:3][C:4]1[CH:13]=[C:12]2[C:7]([C:8]([N:14]3[CH2:19][CH2:18][NH:17][CH2:16][CH2:15]3)=[N:9][CH:10]=[N:11]2)=[CH:6][C:5]=1[N+:20]([O-:22])=[O:21])[CH3:2].C(N(CC)CC)C.[C:30](O[C:30]([O:32][C:33]([CH3:36])([CH3:35])[CH3:34])=[O:31])([O:32][C:33]([CH3:36])([CH3:35])[CH3:34])=[O:31], predict the reaction product. The product is: [C:33]([O:32][C:30]([N:17]1[CH2:18][CH2:19][N:14]([C:8]2[C:7]3[C:12](=[CH:13][C:4]([NH:3][CH2:1][CH3:2])=[C:5]([N+:20]([O-:22])=[O:21])[CH:6]=3)[N:11]=[CH:10][N:9]=2)[CH2:15][CH2:16]1)=[O:31])([CH3:36])([CH3:35])[CH3:34]. (6) Given the reactants IC1C(O)=NC2CCN(C(=O)C(F)(F)F)CC(C)C=2C=1.C([O-])([O-])=O.[K+].[K+].CI.[I:29][C:30]1[C:47]([O:48][CH3:49])=[N:46][C:33]2[CH2:34][CH2:35][N:36](C(=O)C(F)(F)F)[CH2:37][CH:38]([CH3:39])[C:32]=2[CH:31]=1, predict the reaction product. The product is: [I:29][C:30]1[C:47]([O:48][CH3:49])=[N:46][C:33]2[CH2:34][CH2:35][NH:36][CH2:37][CH:38]([CH3:39])[C:32]=2[CH:31]=1. (7) Given the reactants [NH:1]1[CH2:6][CH2:5][CH:4]([C:7]([O:9][CH3:10])=[O:8])[CH2:3][CH2:2]1.[Cl:11][C:12]1[N:17]=[C:16](Cl)[CH:15]=[CH:14][N:13]=1.C(N(CC)CC)C, predict the reaction product. The product is: [Cl:11][C:12]1[N:17]=[C:16]([N:1]2[CH2:6][CH2:5][CH:4]([C:7]([O:9][CH3:10])=[O:8])[CH2:3][CH2:2]2)[CH:15]=[CH:14][N:13]=1. (8) The product is: [Cl:20][C:5]1[C:6]([NH:9][C@@H:10]2[C@@H:15]3[CH2:16][C@@H:12]([CH:13]=[CH:14]3)[C@@H:11]2[C:17]([NH2:19])=[O:18])=[C:7]2[N:8]=[C:43]([C:40]3[CH:39]=[C:36]4[C:35](=[CH:42][CH:41]=3)[O:34][C:31]3([CH2:30][CH2:29][NH:28][CH2:33][CH2:32]3)[CH2:38][CH2:37]4)[NH:1][C:2]2=[N:3][CH:4]=1. Given the reactants [NH2:1][C:2]1[C:7]([NH2:8])=[C:6]([NH:9][C@@H:10]2[C@@H:15]3[CH2:16][C@@H:12]([CH:13]=[CH:14]3)[C@@H:11]2[C:17]([NH2:19])=[O:18])[C:5]([Cl:20])=[CH:4][N:3]=1.C(OC([N:28]1[CH2:33][CH2:32][C:31]2([CH2:38][CH2:37][C:36]3[CH:39]=[C:40]([C:43](O)=O)[CH:41]=[CH:42][C:35]=3[O:34]2)[CH2:30][CH2:29]1)=O)(C)(C)C, predict the reaction product. (9) The product is: [CH3:1][O:2][C:3]([C:5]1[C:13]2[N:12]([CH:14]3[CH2:16][CH2:15]3)[C:11]([C@@H:17]([NH2:19])[CH3:18])=[N:10][C:9]=2[CH:8]=[CH:7][C:6]=1[F:27])=[O:4]. Given the reactants [CH3:1][O:2][C:3]([C:5]1[C:13]2[N:12]([CH:14]3[CH2:16][CH2:15]3)[C:11]([C@@H:17]([NH:19]C(OC(C)(C)C)=O)[CH3:18])=[N:10][C:9]=2[CH:8]=[CH:7][C:6]=1[F:27])=[O:4].C(O)(C(F)(F)F)=O, predict the reaction product.